This data is from Forward reaction prediction with 1.9M reactions from USPTO patents (1976-2016). The task is: Predict the product of the given reaction. Given the reactants C(O)(=O)C.C[Si]([N:9]=[N+:10]=[N-:11])(C)C.[C:12]1(=[O:17])[CH2:16][CH2:15][CH:14]=[CH:13]1.C(N(CC)CC)C, predict the reaction product. The product is: [N:9]([CH:14]1[CH2:15][CH2:16][C:12](=[O:17])[CH2:13]1)=[N+:10]=[N-:11].